Dataset: Full USPTO retrosynthesis dataset with 1.9M reactions from patents (1976-2016). Task: Predict the reactants needed to synthesize the given product. (1) Given the product [NH2:23][C:21]1[NH:1][C:2]2[S:3][CH:4]=[C:5]([C:12]3[CH:17]=[CH:16][C:15]([F:18])=[CH:14][CH:13]=3)[C:6]=2[C:7](=[O:8])[N:22]=1, predict the reactants needed to synthesize it. The reactants are: [NH2:1][C:2]1[S:3][CH:4]=[C:5]([C:12]2[CH:17]=[CH:16][C:15]([F:18])=[CH:14][CH:13]=2)[C:6]=1[C:7](OCC)=[O:8].Cl.Cl[C:21]([NH2:23])=[NH:22].CS(C)(=O)=O.N. (2) Given the product [CH:1]1([N:4]2[C:13]3[C:8](=[CH:9][C:10]([CH:21]=[CH:20][CH2:19][O:22][CH2:23][CH2:24][OH:25])=[CH:11][CH:12]=3)[C:7](=[O:15])[C:6]([C:16]([OH:18])=[O:17])=[CH:5]2)[CH2:3][CH2:2]1, predict the reactants needed to synthesize it. The reactants are: [CH:1]1([N:4]2[C:13]3[C:8](=[CH:9][C:10](I)=[CH:11][CH:12]=3)[C:7](=[O:15])[C:6]([C:16]([OH:18])=[O:17])=[CH:5]2)[CH2:3][CH2:2]1.[CH2:19]([O:22][CH2:23][CH2:24][OH:25])[CH:20]=[CH2:21]. (3) Given the product [NH2:3][C:4]([NH:6][C:7]1[NH:8][C:9]([C:17]2[CH:22]=[CH:21][CH:20]=[C:19]([Cl:23])[CH:18]=2)=[C:10]([CH2:15][OH:16])[C:11]=1[C:12]([NH2:14])=[O:13])=[O:5], predict the reactants needed to synthesize it. The reactants are: [BH4-].[Na+].[NH2:3][C:4]([NH:6][C:7]1[NH:8][C:9]([C:17]2[CH:22]=[CH:21][CH:20]=[C:19]([Cl:23])[CH:18]=2)=[C:10]([CH:15]=[O:16])[C:11]=1[C:12]([NH2:14])=[O:13])=[O:5].O1CCCC1CO. (4) The reactants are: [CH3:1][C:2]1[C:7]([OH:8])=[C:6]([CH2:9][NH2:10])[C:5]([CH2:11][OH:12])=[CH:4][N:3]=1.Cl.Cl.CCN(CC)CC.CCN=C=NCCCN(C)C.Cl.C1C=CC2N(O)N=NC=2C=1.CC1N=CC(CO)=C(CN)C=1O.[CH3:56][C:57]1[CH2:62][CH2:61][CH2:60][C:59]([CH3:64])([CH3:63])[C:58]=1/[CH:65]=[CH:66]/[C:67](/[CH3:77])=[CH:68]/[CH:69]=[CH:70]/[C:71](/[CH3:76])=[CH:72]/[C:73](O)=[O:74]. Given the product [OH:8][C:7]1[C:2]([CH3:1])=[N:3][CH:4]=[C:5]([CH2:11][OH:12])[C:6]=1[CH2:9][NH:10][C:73](=[O:74])[CH:72]=[C:71]([CH3:76])[CH:70]=[CH:69][CH:68]=[C:67]([CH3:77])[CH:66]=[CH:65][C:58]1[C:59]([CH3:63])([CH3:64])[CH2:60][CH2:61][CH2:62][C:57]=1[CH3:56], predict the reactants needed to synthesize it. (5) The reactants are: Br[C:2]1[C:10]([CH3:11])=[C:9]2[C:5]([C:6]([CH3:14])([CH3:13])[C:7](=[O:12])[NH:8]2)=[CH:4][CH:3]=1.CC([O-])(C)C.[Na+].[NH:21]1[CH2:26][CH2:25][O:24][CH2:23][CH2:22]1.C(N1CCN2CCN(CC(C)C)P1N(CC(C)C)CC2)C(C)C. Given the product [CH3:13][C:6]1([CH3:14])[C:5]2[C:9](=[C:10]([CH3:11])[C:2]([N:21]3[CH2:26][CH2:25][O:24][CH2:23][CH2:22]3)=[CH:3][CH:4]=2)[NH:8][C:7]1=[O:12], predict the reactants needed to synthesize it.